From a dataset of Forward reaction prediction with 1.9M reactions from USPTO patents (1976-2016). Predict the product of the given reaction. Given the reactants [NH2:1][CH2:2][CH2:3][C:4]1[CH:9]=[CH:8][CH:7]=[CH:6][C:5]=1[CH2:10][NH:11][C:12]([CH2:14][O:15][CH:16]1[CH:21]([C:22]2[CH:27]=[CH:26][C:25]([O:28][CH2:29][CH2:30][CH2:31][O:32][CH2:33][C:34]3[CH:39]=[CH:38][CH:37]=[CH:36][C:35]=3[O:40][CH3:41])=[CH:24][CH:23]=2)[CH2:20][CH2:19][N:18]([C:42]([O:44][C:45]([CH3:48])([CH3:47])[CH3:46])=[O:43])[CH2:17]1)=[O:13].[C:49](Cl)(=[O:51])[CH3:50], predict the reaction product. The product is: [C:49]([NH:1][CH2:2][CH2:3][C:4]1[CH:9]=[CH:8][CH:7]=[CH:6][C:5]=1[CH2:10][NH:11][C:12]([CH2:14][O:15][CH:16]1[CH:21]([C:22]2[CH:27]=[CH:26][C:25]([O:28][CH2:29][CH2:30][CH2:31][O:32][CH2:33][C:34]3[CH:39]=[CH:38][CH:37]=[CH:36][C:35]=3[O:40][CH3:41])=[CH:24][CH:23]=2)[CH2:20][CH2:19][N:18]([C:42]([O:44][C:45]([CH3:48])([CH3:47])[CH3:46])=[O:43])[CH2:17]1)=[O:13])(=[O:51])[CH3:50].